This data is from Reaction yield outcomes from USPTO patents with 853,638 reactions. The task is: Predict the reaction yield, written as a fraction of the theoretical maximum amount of product (1.0 means a 100% yield; for example, 0.34 means a 34% yield). (1) The reactants are CC1(C)C(C)(C)OB([C:9]2[CH:26]=[CH:25][C:24]3[C:23]4[C:18](=[CH:19][CH:20]=[CH:21][CH:22]=4)[C:17]4[C:12](=[CH:13][CH:14]=[CH:15][CH:16]=4)[C:11]=3[CH:10]=2)O1.[Br:28][C:29]1[CH:30]=[C:31](I)[CH:32]=[CH:33][CH:34]=1.C(=O)([O-])[O-].[K+].[K+]. The catalyst is O1CCOCC1.O.C1C=CC([P]([Pd]([P](C2C=CC=CC=2)(C2C=CC=CC=2)C2C=CC=CC=2)([P](C2C=CC=CC=2)(C2C=CC=CC=2)C2C=CC=CC=2)[P](C2C=CC=CC=2)(C2C=CC=CC=2)C2C=CC=CC=2)(C2C=CC=CC=2)C2C=CC=CC=2)=CC=1. The product is [Br:28][C:29]1[CH:34]=[C:33]([C:9]2[CH:26]=[CH:25][C:24]3[C:23]4[C:18](=[CH:19][CH:20]=[CH:21][CH:22]=4)[C:17]4[C:12](=[CH:13][CH:14]=[CH:15][CH:16]=4)[C:11]=3[CH:10]=2)[CH:32]=[CH:31][CH:30]=1. The yield is 0.794. (2) The reactants are [Cl-].[Al+3].[Cl-].[Cl-].[O:5]=[C:6]([CH3:12])[CH2:7][CH2:8][C:9](Cl)=[O:10].Cl.[CH:14]1[CH:19]=[CH:18][CH:17]=[CH:16][CH:15]=1. No catalyst specified. The product is [C:14]1([C:9](=[O:10])[CH2:8][CH2:7][C:6](=[O:5])[CH3:12])[CH:19]=[CH:18][CH:17]=[CH:16][CH:15]=1. The yield is 0.383. (3) The reactants are Br[C:2]1[CH:9]=[C:8]([F:10])[CH:7]=[C:6]([N:11]2[N:22]=[CH:21][C:20]3[C:19]4[CH2:18][C:17]([CH3:24])([CH3:23])[CH2:16][C:15]=4[S:14][C:13]=3[C:12]2=[O:25])[C:3]=1[CH:4]=[O:5].[CH3:26][N:27]1[CH:32]=[C:31](B2OC(C)(C)C(C)(C)O2)[CH:30]=[C:29]([NH:42][C:43]2[CH:48]=[CH:47][C:46]([N:49]3[CH2:54][CH2:53][N:52]([CH:55]4[CH2:58][O:57][CH2:56]4)[CH2:51][C@@H:50]3[CH3:59])=[CH:45][N:44]=2)[C:28]1=[O:60].[O-]P([O-])([O-])=O.[K+].[K+].[K+]. The catalyst is O.C1C=CC(P(C2C=CC=CC=2)[C-]2C=CC=C2)=CC=1.C1C=CC(P(C2C=CC=CC=2)[C-]2C=CC=C2)=CC=1.Cl[Pd]Cl.[Fe+2].O1CCCC1. The product is [CH3:24][C:17]1([CH3:23])[CH2:16][C:15]2[S:14][C:13]3[C:12](=[O:25])[N:11]([C:6]4[CH:7]=[C:8]([F:10])[CH:9]=[C:2]([C:31]5[CH:30]=[C:29]([NH:42][C:43]6[CH:48]=[CH:47][C:46]([N:49]7[CH2:54][CH2:53][N:52]([CH:55]8[CH2:56][O:57][CH2:58]8)[CH2:51][C@@H:50]7[CH3:59])=[CH:45][N:44]=6)[C:28](=[O:60])[N:27]([CH3:26])[CH:32]=5)[C:3]=4[CH:4]=[O:5])[N:22]=[CH:21][C:20]=3[C:19]=2[CH2:18]1. The yield is 0.800. (4) The reactants are [C:1]([O:7][CH2:8][C:9]1[CH:14]=[CH:13][CH:12]=[CH:11][CH:10]=1)(=[O:6])[CH2:2][C:3]([O-:5])=O.C(N(CC)C(C)C)(C)C.[F:24][C:25]([F:34])([F:33])[C:26]1[CH:31]=[CH:30][CH:29]=[CH:28][C:27]=1[NH2:32].CN(C(ON1N=NC2C=CC=NC1=2)=[N+](C)C)C.F[P-](F)(F)(F)(F)F. The catalyst is C(Cl)Cl.CN(C=O)C. The product is [CH2:8]([O:7][C:1](=[O:6])[CH2:2][C:3]([NH:32][C:27]1[CH:28]=[CH:29][CH:30]=[CH:31][C:26]=1[C:25]([F:24])([F:33])[F:34])=[O:5])[C:9]1[CH:14]=[CH:13][CH:12]=[CH:11][CH:10]=1. The yield is 0.570. (5) The reactants are [F:1][C:2]([F:20])([F:19])[C:3](=O)[CH2:4][C:5]([C:7]1[CH:17]=[CH:16][C:10]2[O:11][CH2:12][C:13](=[O:15])[NH:14][C:9]=2[CH:8]=1)=O.[F:21][C:22]1[CH:27]=[CH:26][CH:25]=[C:24]([F:28])[C:23]=1[NH:29][NH2:30]. The catalyst is C(N(CC)CC)C. The product is [F:21][C:22]1[CH:27]=[CH:26][CH:25]=[C:24]([F:28])[C:23]=1[N:29]1[C:5]([C:7]2[CH:17]=[CH:16][C:10]3[O:11][CH2:12][C:13](=[O:15])[NH:14][C:9]=3[CH:8]=2)=[CH:4][C:3]([C:2]([F:20])([F:19])[F:1])=[N:30]1. The yield is 0.460. (6) The reactants are [CH2:1]([N:8]1[C@@H:13]2[CH:14]([C:16]([O:18][C:19]([CH3:22])([CH3:21])[CH3:20])=[O:17])[CH2:15][C@@:9]1([C:24]1[CH:29]=[CH:28][CH:27]=[CH:26][CH:25]=1)[C:10](=[O:23])[CH:11]=[CH:12]2)[C:2]1[CH:7]=[CH:6][CH:5]=[CH:4][CH:3]=1.C(OCC)(=O)C.CO. The catalyst is [Pd].ClCCl. The product is [CH2:1]([N:8]1[C@@H:13]2[CH:14]([C:16]([O:18][C:19]([CH3:22])([CH3:21])[CH3:20])=[O:17])[CH2:15][C@@:9]1([C:24]1[CH:25]=[CH:26][CH:27]=[CH:28][CH:29]=1)[C:10](=[O:23])[CH2:11][CH2:12]2)[C:2]1[CH:3]=[CH:4][CH:5]=[CH:6][CH:7]=1. The yield is 1.00. (7) The yield is 0.710. The reactants are [O:1]1[C:5]2[CH:6]=[CH:7][CH:8]=[CH:9][C:4]=2[N:3]=[CH:2]1.C1(C)C=CC=CC=1.[F:17][C:18]1[CH:23]=[CH:22][C:21]([C:24]2[O:25][C:26]3[CH:36]=[C:35]([N:37]([CH3:42])[S:38]([CH3:41])(=[O:40])=[O:39])[C:34]([C:43]4[CH:48]=[C:47](I)[C:46](=[O:50])[N:45]([CH3:51])[CH:44]=4)=[CH:33][C:27]=3[C:28]=2[C:29]([NH:31][CH3:32])=[O:30])=[CH:20][CH:19]=1. The catalyst is C1COCC1.C(OCC)(=O)C.COC1C=CC=C(OC)C=1C1C(P(C2CCCCC2)C2CCCCC2)=CC=CC=1.C1C=[C-]C(C2C(N)=CC=CC=2)=CC=1.Cl[Pd+]. The product is [O:1]1[C:5]2[CH:6]=[CH:7][CH:8]=[CH:9][C:4]=2[N:3]=[C:2]1[C:47]1[C:46](=[O:50])[N:45]([CH3:51])[CH:44]=[C:43]([C:34]2[C:35]([N:37]([CH3:42])[S:38]([CH3:41])(=[O:40])=[O:39])=[CH:36][C:26]3[O:25][C:24]([C:21]4[CH:22]=[CH:23][C:18]([F:17])=[CH:19][CH:20]=4)=[C:28]([C:29]([NH:31][CH3:32])=[O:30])[C:27]=3[CH:33]=2)[CH:48]=1. (8) The reactants are Cl[C:2]1[NH:10][C:9]2[C:4](=[N:5][CH:6]=[CH:7][CH:8]=2)[C:3]=1[C:11]#[N:12].[OH:13][C@H:14]1[CH2:18][CH2:17][NH:16][CH2:15]1. No catalyst specified. The product is [OH:13][C@H:14]1[CH2:18][CH2:17][N:16]([C:2]2[NH:10][C:9]3[C:4](=[N:5][CH:6]=[CH:7][CH:8]=3)[C:3]=2[C:11]#[N:12])[CH2:15]1. The yield is 0.370. (9) The reactants are Cl.[NH:2]([C:4]1[CH:9]=[C:8]([C:10]#[N:11])[CH:7]=[CH:6][N:5]=1)[NH2:3].CN(C)/[CH:14]=[CH:15]/[C:16]([C:18]1[CH:23]=[CH:22][C:21]([CH3:24])=[C:20]([O:25][CH3:26])[CH:19]=1)=O. No catalyst specified. The product is [CH3:26][O:25][C:20]1[CH:19]=[C:18]([C:16]2[N:2]([C:4]3[CH:9]=[C:8]([C:10]#[N:11])[CH:7]=[CH:6][N:5]=3)[N:3]=[CH:14][CH:15]=2)[CH:23]=[CH:22][C:21]=1[CH3:24]. The yield is 1.00.